From a dataset of Full USPTO retrosynthesis dataset with 1.9M reactions from patents (1976-2016). Predict the reactants needed to synthesize the given product. (1) Given the product [Cl:28][C:29]1[CH:37]=[C:36]([Cl:38])[CH:35]=[CH:34][C:30]=1[C:31]([NH:27][C@H:24]1[CH2:25][CH2:26][C@H:21]([CH2:20][CH2:19][N:16]2[CH2:17][CH2:18][N:13]([C:9]3[N:10]=[CH:11][CH:12]=[C:7]4[CH2:6][CH2:5][O:4][C:8]=34)[CH2:14][CH2:15]2)[CH2:22][CH2:23]1)=[O:32], predict the reactants needed to synthesize it. The reactants are: Cl.Cl.Cl.[O:4]1[C:8]2=[C:9]([N:13]3[CH2:18][CH2:17][N:16]([CH2:19][CH2:20][C@H:21]4[CH2:26][CH2:25][C@H:24]([NH2:27])[CH2:23][CH2:22]4)[CH2:15][CH2:14]3)[N:10]=[CH:11][CH:12]=[C:7]2[CH2:6][CH2:5]1.[Cl:28][C:29]1[CH:37]=[C:36]([Cl:38])[CH:35]=[CH:34][C:30]=1[C:31](O)=[O:32]. (2) Given the product [NH2:8][C:9]1[CH:14]=[CH:13][C:12]([O:15][C:16]2[CH:21]=[CH:20][N:19]=[C:18]([NH:22][C:23]([N:25]3[CH2:30][CH2:29][CH:28]([N:31]4[CH2:32][CH2:33][N:34]([CH3:37])[CH2:35][CH2:36]4)[CH2:27][CH2:26]3)=[O:24])[CH:17]=2)=[CH:11][C:10]=1[F:38], predict the reactants needed to synthesize it. The reactants are: Cl.C(OC(=O)[NH:8][C:9]1[CH:14]=[CH:13][C:12]([O:15][C:16]2[CH:21]=[CH:20][N:19]=[C:18]([NH:22][C:23]([N:25]3[CH2:30][CH2:29][CH:28]([N:31]4[CH2:36][CH2:35][N:34]([CH3:37])[CH2:33][CH2:32]4)[CH2:27][CH2:26]3)=[O:24])[CH:17]=2)=[CH:11][C:10]=1[F:38])(C)(C)C.[OH-].[Na+]. (3) Given the product [NH2:4][C:7]1[CH:15]=[C:14]2[C:10]([C:11]([C:24]3[N:28]([CH2:29][O:30][CH2:31][CH2:32][Si:33]([CH3:35])([CH3:34])[CH3:36])[C:27]4[CH:37]=[CH:38][CH:39]=[CH:40][C:26]=4[N:25]=3)=[N:12][N:13]2[CH2:16][O:17][CH2:18][CH2:19][Si:20]([CH3:23])([CH3:22])[CH3:21])=[CH:9][CH:8]=1, predict the reactants needed to synthesize it. The reactants are: [Sn](Cl)Cl.[N+:4]([C:7]1[CH:15]=[C:14]2[C:10]([C:11]([C:24]3[N:28]([CH2:29][O:30][CH2:31][CH2:32][Si:33]([CH3:36])([CH3:35])[CH3:34])[C:27]4[CH:37]=[CH:38][CH:39]=[CH:40][C:26]=4[N:25]=3)=[N:12][N:13]2[CH2:16][O:17][CH2:18][CH2:19][Si:20]([CH3:23])([CH3:22])[CH3:21])=[CH:9][CH:8]=1)([O-])=O.C(=O)(O)[O-].[Na+]. (4) Given the product [NH2:1][C:2]1[O:6][N:5]=[C:4]([C:7]2[CH:12]=[CH:11][CH:10]=[CH:9][C:8]=2[F:13])[C:3]=1[C:14]([N:40]1[CH2:39][CH2:38][N:37]([C:32]2[CH:33]=[CH:34][C:35]([Cl:36])=[C:30]([Cl:29])[CH:31]=2)[CH2:42][CH2:41]1)=[O:16], predict the reactants needed to synthesize it. The reactants are: [NH2:1][C:2]1[O:6][N:5]=[C:4]([C:7]2[CH:12]=[CH:11][CH:10]=[CH:9][C:8]=2[F:13])[C:3]=1[C:14]([OH:16])=O.Cl.C(N=C=NCCCN(C)C)C.[Cl:29][C:30]1[CH:31]=[C:32]([N:37]2[CH2:42][CH2:41][NH:40][CH2:39][CH2:38]2)[CH:33]=[CH:34][C:35]=1[Cl:36].